Task: Predict which catalyst facilitates the given reaction.. Dataset: Catalyst prediction with 721,799 reactions and 888 catalyst types from USPTO (1) Reactant: [CH2:1]([O:3][C:4]([C:6]1[CH:10]=[C:9]([C:11]([O:13][CH2:14][CH3:15])=[O:12])[NH:8][N:7]=1)=[O:5])[CH3:2].[I:16]I.S([O-])([O-])(=O)=S.[Na+].[Na+]. Product: [CH2:14]([O:13][C:11]([C:9]1[C:10]([I:16])=[C:6]([C:4]([O:3][CH2:1][CH3:2])=[O:5])[NH:7][N:8]=1)=[O:12])[CH3:15]. The catalyst class is: 10. (2) Reactant: [C:1]([C:3]1[CH:4]=[C:5]([C:22]2[CH:27]=[CH:26][C:25]([C:28]([OH:30])=O)=[CH:24][CH:23]=2)[CH:6]=[CH:7][C:8]=1[O:9][CH2:10][CH:11]1[CH2:16][CH2:15][N:14]([CH2:17][C:18]([F:21])([CH3:20])[CH3:19])[CH2:13][CH2:12]1)#[N:2].[NH:31]1[CH2:36][CH2:35][CH2:34][C@@H:33]([OH:37])[CH2:32]1.C1C=CC2N(O)N=NC=2C=1.C(Cl)CCl.CCN(C(C)C)C(C)C. Product: [F:21][C:18]([CH3:20])([CH3:19])[CH2:17][N:14]1[CH2:15][CH2:16][CH:11]([CH2:10][O:9][C:8]2[CH:7]=[CH:6][C:5]([C:22]3[CH:27]=[CH:26][C:25]([C:28]([N:31]4[CH2:36][CH2:35][CH2:34][C@@H:33]([OH:37])[CH2:32]4)=[O:30])=[CH:24][CH:23]=3)=[CH:4][C:3]=2[C:1]#[N:2])[CH2:12][CH2:13]1. The catalyst class is: 34. (3) Reactant: [F:1][C:2]1[CH:10]=[C:9]2[C:5]([C:6]([C:12]3[O:13][C:14]4[CH:20]=[C:19]([CH2:21][C:22]([O:24]C)=[O:23])[CH:18]=[CH:17][C:15]=4[N:16]=3)=[CH:7][N:8]2[CH3:11])=[CH:4][CH:3]=1.C1COCC1.[OH-].[Na+]. Product: [F:1][C:2]1[CH:10]=[C:9]2[C:5]([C:6]([C:12]3[O:13][C:14]4[CH:20]=[C:19]([CH2:21][C:22]([OH:24])=[O:23])[CH:18]=[CH:17][C:15]=4[N:16]=3)=[CH:7][N:8]2[CH3:11])=[CH:4][CH:3]=1. The catalyst class is: 33. (4) Reactant: [C:1]([C:5]1[CH:9]=[C:8]([NH:10][C:11]2[CH:20]=[C:19](F)[CH:18]=[CH:17][C:12]=2[C:13]([O:15]C)=[O:14])[N:7]([C:22]2[CH:27]=[CH:26][CH:25]=[CH:24][C:23]=2[CH3:28])[N:6]=1)([CH3:4])([CH3:3])[CH3:2].[NH:29]1[CH:33]=[CH:32][N:31]=[CH:30]1.C(=O)([O-])[O-].[K+].[K+]. Product: [C:1]([C:5]1[CH:9]=[C:8]([NH:10][C:11]2[CH:20]=[C:19]([N:29]3[CH:33]=[CH:32][N:31]=[CH:30]3)[CH:18]=[CH:17][C:12]=2[C:13]([OH:15])=[O:14])[N:7]([C:22]2[CH:27]=[CH:26][CH:25]=[CH:24][C:23]=2[CH3:28])[N:6]=1)([CH3:2])([CH3:4])[CH3:3]. The catalyst class is: 3. (5) Reactant: C([N:8]1[CH2:13][CH2:12][CH:11]([O:14][CH2:15][CH2:16][CH2:17][CH2:18][CH2:19][CH2:20][O:21][Si:22]([C:25]([CH3:28])([CH3:27])[CH3:26])([CH3:24])[CH3:23])[CH2:10][CH2:9]1)C1C=CC=CC=1.[H][H]. Product: [Si:22]([O:21][CH2:20][CH2:19][CH2:18][CH2:17][CH2:16][CH2:15][O:14][CH:11]1[CH2:12][CH2:13][NH:8][CH2:9][CH2:10]1)([C:25]([CH3:28])([CH3:27])[CH3:26])([CH3:24])[CH3:23]. The catalyst class is: 19. (6) Reactant: [F:1][C:2]1[CH:3]=[C:4]([C:10]2[CH:15]=[CH:14][CH:13]=[CH:12][CH:11]=2)[CH:5]=[CH:6][C:7]=1[CH:8]=[O:9].P([O-])(O)(O)=[O:17].[Na+].Cl([O-])=O.[Na+]. Product: [F:1][C:2]1[CH:3]=[C:4]([C:10]2[CH:11]=[CH:12][CH:13]=[CH:14][CH:15]=2)[CH:5]=[CH:6][C:7]=1[C:8]([OH:17])=[O:9]. The catalyst class is: 144. (7) Reactant: CCN=C=NCCCN(C)C.Cl.[CH3:13][S:14]([NH2:17])(=[O:16])=[O:15].[Cl:18][C:19]1[CH:20]=[CH:21][C:22]([O:38][CH2:39][CH:40]([CH3:42])[CH3:41])=[C:23]([CH:37]=1)[CH2:24][N:25]1[C:29]2[N:30]=[CH:31][CH:32]=[C:33]([C:34](O)=[O:35])[C:28]=2[CH2:27][CH2:26]1. Product: [Cl:18][C:19]1[CH:20]=[CH:21][C:22]([O:38][CH2:39][CH:40]([CH3:42])[CH3:41])=[C:23]([CH:37]=1)[CH2:24][N:25]1[C:29]2[N:30]=[CH:31][CH:32]=[C:33]([C:34]([NH:17][S:14]([CH3:13])(=[O:16])=[O:15])=[O:35])[C:28]=2[CH2:27][CH2:26]1. The catalyst class is: 79.